From a dataset of Full USPTO retrosynthesis dataset with 1.9M reactions from patents (1976-2016). Predict the reactants needed to synthesize the given product. Given the product [C:16](=[O:27])([O:17][C:18]1[CH:19]=[CH:20][C:21]([N+:24]([O-:26])=[O:25])=[CH:22][CH:23]=1)[O:9][CH2:8][C:4]1[CH:5]=[CH:6][CH:7]=[C:2]([Br:1])[CH:3]=1, predict the reactants needed to synthesize it. The reactants are: [Br:1][C:2]1[CH:3]=[C:4]([CH2:8][OH:9])[CH:5]=[CH:6][CH:7]=1.N1C=CC=CC=1.[C:16](Cl)(=[O:27])[O:17][C:18]1[CH:23]=[CH:22][C:21]([N+:24]([O-:26])=[O:25])=[CH:20][CH:19]=1.